From a dataset of Peptide-MHC class I binding affinity with 185,985 pairs from IEDB/IMGT. Regression. Given a peptide amino acid sequence and an MHC pseudo amino acid sequence, predict their binding affinity value. This is MHC class I binding data. (1) The MHC is HLA-A29:02 with pseudo-sequence HLA-A29:02. The binding affinity (normalized) is 0. The peptide sequence is HTQGYFPDWQ. (2) The peptide sequence is VFAVLSIVNR. The MHC is HLA-B44:03 with pseudo-sequence HLA-B44:03. The binding affinity (normalized) is 0.0212. (3) The peptide sequence is SSGVFHSYK. The MHC is HLA-A11:01 with pseudo-sequence HLA-A11:01. The binding affinity (normalized) is 1.00. (4) The MHC is HLA-B27:05 with pseudo-sequence HLA-B27:05. The binding affinity (normalized) is 0. The peptide sequence is VVSSCTRM. (5) The peptide sequence is TLDTMDDMKK. The MHC is HLA-A33:01 with pseudo-sequence HLA-A33:01. The binding affinity (normalized) is 0. (6) The peptide sequence is LLPIFFCLWV. The MHC is HLA-A02:06 with pseudo-sequence HLA-A02:06. The binding affinity (normalized) is 0.923. (7) The peptide sequence is MLKLFTHDIM. The MHC is HLA-A68:02 with pseudo-sequence HLA-A68:02. The binding affinity (normalized) is 0.298. (8) The peptide sequence is SSSGMDAYY. The MHC is HLA-A24:02 with pseudo-sequence HLA-A24:02. The binding affinity (normalized) is 0.0847. (9) The peptide sequence is YCNYSKYWYL. The MHC is HLA-A30:02 with pseudo-sequence HLA-A30:02. The binding affinity (normalized) is 0.0729.